From a dataset of Reaction yield outcomes from USPTO patents with 853,638 reactions. Predict the reaction yield, written as a fraction of the theoretical maximum amount of product (1.0 means a 100% yield; for example, 0.34 means a 34% yield). The reactants are C[O:2][C:3](=[O:23])[CH:4]([NH:15]C(OC(C)(C)C)=O)[CH2:5][C:6]1[CH:11]=[C:10]([Br:12])[C:9]([OH:13])=[C:8]([Br:14])[CH:7]=1.Br[CH2:25][C:26]1[CH:31]=[CH:30][CH:29]=[C:28]([I:32])[CH:27]=1. No catalyst specified. The product is [NH2:15][CH:4]([CH2:5][C:6]1[CH:7]=[C:8]([Br:14])[C:9]([O:13][CH2:25][C:26]2[CH:31]=[CH:30][CH:29]=[C:28]([I:32])[CH:27]=2)=[C:10]([Br:12])[CH:11]=1)[C:3]([OH:2])=[O:23]. The yield is 0.380.